This data is from Full USPTO retrosynthesis dataset with 1.9M reactions from patents (1976-2016). The task is: Predict the reactants needed to synthesize the given product. (1) Given the product [CH:1]([N:4]1[CH2:8][CH2:7][CH2:6][C@H:5]1[C:9]([Cl:15])=[O:11])([CH3:3])[CH3:2], predict the reactants needed to synthesize it. The reactants are: [CH:1]([N:4]1[CH2:8][CH2:7][CH2:6][C@H:5]1[C:9]([OH:11])=O)([CH3:3])[CH3:2].C(Cl)(=O)C([Cl:15])=O.CN(C=O)C. (2) Given the product [OH:32][C:25]12[CH2:30][CH:29]3[CH2:28][CH:27]([CH2:31][CH:23]([CH:22]3[NH:21][C:16](=[O:18])[C:15]3[CH:14]=[CH:13][C:12]([O:11][CH2:10][S:7]([C:2]4[CH:3]=[CH:4][CH:5]=[CH:6][N:1]=4)(=[O:8])=[O:9])=[CH:20][CH:19]=3)[CH2:24]1)[CH2:26]2, predict the reactants needed to synthesize it. The reactants are: [N:1]1[CH:6]=[CH:5][CH:4]=[CH:3][C:2]=1[S:7]([CH2:10][O:11][C:12]1[CH:20]=[CH:19][C:15]([C:16]([OH:18])=O)=[CH:14][CH:13]=1)(=[O:9])=[O:8].[NH2:21][CH:22]1[CH:29]2[CH2:30][C:25]3([OH:32])[CH2:26][CH:27]([CH2:31][CH:23]1[CH2:24]3)[CH2:28]2. (3) Given the product [Cl:1][C:2]1[CH:10]=[C:9]2[C:5]([C:6]([C:11]([N:13]3[CH2:18][CH2:17][C:16]4([C:22]5[CH:23]=[CH:24][CH:25]=[CH:26][C:21]=5[CH2:20][O:19]4)[CH2:15][CH2:14]3)=[O:12])=[CH:7][N:8]2[CH2:33][C:31]2[O:30][N:29]=[C:28]([CH3:27])[CH:32]=2)=[CH:4][CH:3]=1, predict the reactants needed to synthesize it. The reactants are: [Cl:1][C:2]1[CH:10]=[C:9]2[C:5]([C:6]([C:11]([N:13]3[CH2:18][CH2:17][C:16]4([C:22]5[CH:23]=[CH:24][CH:25]=[CH:26][C:21]=5[CH2:20][O:19]4)[CH2:15][CH2:14]3)=[O:12])=[CH:7][NH:8]2)=[CH:4][CH:3]=1.[CH3:27][C:28]1[CH:32]=[C:31]([CH2:33]OS(C)(=O)=O)[O:30][N:29]=1. (4) Given the product [CH2:7]([C:4]1[S:3][C:2]([NH:1][S:17]([C:16]2[CH:15]=[CH:14][C:13]([NH:12][C:9](=[O:11])[CH3:10])=[CH:22][CH:21]=2)(=[O:19])=[O:18])=[N:6][N:5]=1)[CH3:8], predict the reactants needed to synthesize it. The reactants are: [NH2:1][C:2]1[S:3][C:4]([CH2:7][CH3:8])=[N:5][N:6]=1.[C:9]([NH:12][C:13]1[CH:22]=[CH:21][C:16]([S:17](Cl)(=[O:19])=[O:18])=[CH:15][CH:14]=1)(=[O:11])[CH3:10].Cl. (5) Given the product [Br:17][C:14]1[CH:15]=[C:16]2[C:11](=[CH:12][CH:13]=1)[N:10]([C:18]1[N:27]=[C:26]([C:28]3[CH:33]=[CH:32][CH:31]=[CH:30][N:29]=3)[C:25]3[C:20](=[CH:21][CH:22]=[C:23]([C:34]4[O:35][CH:36]=[CH:37][CH:38]=4)[CH:24]=3)[N:19]=1)[CH:9]=[C:8]2[C:6](=[O:7])[CH2:5][CH2:4][C:3]([OH:39])=[O:2], predict the reactants needed to synthesize it. The reactants are: C[O:2][C:3](=[O:39])[CH2:4][CH2:5][C:6]([C:8]1[C:16]2[C:11](=[CH:12][CH:13]=[C:14]([Br:17])[CH:15]=2)[N:10]([C:18]2[N:27]=[C:26]([C:28]3[CH:33]=[CH:32][CH:31]=[CH:30][N:29]=3)[C:25]3[C:20](=[CH:21][CH:22]=[C:23]([C:34]4[O:35][CH:36]=[CH:37][CH:38]=4)[CH:24]=3)[N:19]=2)[CH:9]=1)=[O:7].[OH-].[Na+].Cl.O. (6) The reactants are: [NH2:1][C:2]1[CH:3]=[C:4]2[C:8](=[CH:9][CH:10]=1)[N:7]([C:11]1[CH:16]=[CH:15][CH:14]=[CH:13][CH:12]=1)[C:6]([C:17]([O:19][CH2:20][CH3:21])=[O:18])=[CH:5]2.C(N(CC)CC)C.[CH3:29][C:30]([CH3:36])([CH3:35])[CH2:31][C:32](Cl)=[O:33].Cl. Given the product [CH3:29][C:30]([CH3:36])([CH3:35])[CH2:31][C:32]([NH:1][C:2]1[CH:3]=[C:4]2[C:8](=[CH:9][CH:10]=1)[N:7]([C:11]1[CH:16]=[CH:15][CH:14]=[CH:13][CH:12]=1)[C:6]([C:17]([O:19][CH2:20][CH3:21])=[O:18])=[CH:5]2)=[O:33], predict the reactants needed to synthesize it. (7) Given the product [CH3:1][C:2]1[N:3]=[C:4]([C:21]2[O:22][CH:23]=[C:24]([C:26]3[CH:31]=[CH:30][CH:29]=[CH:28][CH:27]=3)[N:25]=2)[S:5][C:6]=1[CH2:7][C:8]1[CH:13]=[CH:12][CH:11]=[C:10]([N:14]2[CH2:15][CH2:16][N:17]([CH3:20])[CH2:18][CH2:19]2)[CH:9]=1, predict the reactants needed to synthesize it. The reactants are: [CH3:1][C:2]1[N:3]=[C:4]([C:21]2[O:22][CH2:23][CH:24]([C:26]3[CH:31]=[CH:30][CH:29]=[CH:28][CH:27]=3)[N:25]=2)[S:5][C:6]=1[CH2:7][C:8]1[CH:13]=[CH:12][CH:11]=[C:10]([N:14]2[CH2:19][CH2:18][N:17]([CH3:20])[CH2:16][CH2:15]2)[CH:9]=1.ClC1C(=O)C(C#N)=C(C#N)C(=O)C=1Cl. (8) Given the product [CH3:13][O:12][C:6]1[CH:5]=[C:4]2[C:9]([CH:10]=[N:11][C:2]([NH:27][C:26]3[CH:28]=[CH:29][C:23]([S:20]([N:17]4[CH2:18][CH2:19][O:14][CH2:15][CH2:16]4)(=[O:22])=[O:21])=[CH:24][CH:25]=3)=[N:3]2)=[CH:8][CH:7]=1, predict the reactants needed to synthesize it. The reactants are: Cl[C:2]1[N:11]=[CH:10][C:9]2[C:4](=[CH:5][C:6]([O:12][CH3:13])=[CH:7][CH:8]=2)[N:3]=1.[O:14]1[CH2:19][CH2:18][N:17]([S:20]([C:23]2[CH:29]=[CH:28][C:26]([NH2:27])=[CH:25][CH:24]=2)(=[O:22])=[O:21])[CH2:16][CH2:15]1. (9) Given the product [Cl:1][C:2]1[N:3]=[C:4]([N:12]2[CH2:17][CH2:16][O:15][CH2:14][CH2:13]2)[C:5]([S:9][CH3:10])=[C:6]([Cl:8])[N:7]=1, predict the reactants needed to synthesize it. The reactants are: [Cl:1][C:2]1[N:7]=[C:6]([Cl:8])[C:5]([S:9][CH3:10])=[C:4](Cl)[N:3]=1.[NH:12]1[CH2:17][CH2:16][O:15][CH2:14][CH2:13]1. (10) Given the product [CH2:19]([O:18][C:16](=[O:17])[N:14]([CH2:13][C:12](=[O:26])[N:10]([C:7]1[CH:8]=[CH:9][C:4]([CH2:3][OH:2])=[CH:5][CH:6]=1)[CH3:11])[CH3:15])[C:20]1[CH:25]=[CH:24][CH:23]=[CH:22][CH:21]=1, predict the reactants needed to synthesize it. The reactants are: C[O:2][C:3](=O)[C:4]1[CH:9]=[CH:8][C:7]([N:10]([C:12](=[O:26])[CH2:13][N:14]([C:16]([O:18][CH2:19][C:20]2[CH:25]=[CH:24][CH:23]=[CH:22][CH:21]=2)=[O:17])[CH3:15])[CH3:11])=[CH:6][CH:5]=1.CO.